From a dataset of Forward reaction prediction with 1.9M reactions from USPTO patents (1976-2016). Predict the product of the given reaction. (1) The product is: [F:10][C:11]1[CH:12]=[CH:13][C:14]([C:17]2[C:18](=[O:28])[C:19]([C:23]([O:25][CH2:26][CH3:27])=[O:24])=[CH:20][N:21]([CH2:3][C:4]3[CH:9]=[CH:8][N:7]=[CH:6][CH:5]=3)[CH:22]=2)=[CH:15][CH:16]=1. Given the reactants Br.Br[CH2:3][C:4]1[CH:9]=[CH:8][N:7]=[CH:6][CH:5]=1.[F:10][C:11]1[CH:16]=[CH:15][C:14]([C:17]2[C:18](=[O:28])[C:19]([C:23]([O:25][CH2:26][CH3:27])=[O:24])=[CH:20][NH:21][CH:22]=2)=[CH:13][CH:12]=1.C(=O)([O-])[O-].[Cs+].[Cs+].C(OCC)(=O)C, predict the reaction product. (2) Given the reactants C(OC([N:8]1[C:16]2[CH:15]=[C:14]([N:17]([CH3:24])[C:18]3[CH:23]=[CH:22][CH:21]=[CH:20][CH:19]=3)[N:13]=[CH:12][C:11]=2[C:10]([CH3:26])([CH3:25])[CH2:9]1)=O)(C)(C)C.Cl, predict the reaction product. The product is: [CH3:25][C:10]1([CH3:26])[C:11]2[CH:12]=[N:13][C:14]([N:17]([CH3:24])[C:18]3[CH:23]=[CH:22][CH:21]=[CH:20][CH:19]=3)=[CH:15][C:16]=2[NH:8][CH2:9]1. (3) Given the reactants [NH2:1][C:2]1[N:7]=[C:6]([C:8]2[S:12][C:11]3[CH:13]=[CH:14][C:15]([CH2:17][NH:18]C(C4SC=CC=4)=O)=[CH:16][C:10]=3[C:9]=2[CH3:26])[CH:5]=[CH:4][N:3]=1.[CH3:27][O:28][C:29]1[CH:37]=[CH:36][C:35]([O:38][CH3:39])=[CH:34][C:30]=1[C:31]([OH:33])=O.S1C=CC=C1C(O)=O, predict the reaction product. The product is: [NH2:1][C:2]1[N:7]=[C:6]([C:8]2[S:12][C:11]3[CH:13]=[CH:14][C:15]([CH2:17][NH:18][C:31](=[O:33])[C:30]4[CH:34]=[C:35]([O:38][CH3:39])[CH:36]=[CH:37][C:29]=4[O:28][CH3:27])=[CH:16][C:10]=3[C:9]=2[CH3:26])[CH:5]=[CH:4][N:3]=1. (4) Given the reactants [F:1][C:2]1[C:3]([OH:21])=[C:4]([CH:15]=[C:16]([N+:18]([O-])=O)[CH:17]=1)[CH2:5][N:6]([CH3:14])C(=O)OC(C)(C)C.[CH3:22][O:23][CH2:24][C@H:25](O)[CH3:26].C1(P(C2C=CC=CC=2)C2C=CC=CC=2)C=CC=CC=1.CC(OC(/N=N/C(OC(C)C)=O)=O)C.[Cl-:61].[NH4+], predict the reaction product. The product is: [ClH:61].[ClH:61].[F:1][C:2]1[CH:17]=[C:16]([CH:15]=[C:4]([CH2:5][NH:6][CH3:14])[C:3]=1[O:21][C@@H:25]([CH3:26])[CH2:24][O:23][CH3:22])[NH2:18]. (5) Given the reactants [O:1]1[CH2:6][CH2:5][CH:4]([C:7]([O:9][CH3:10])=[O:8])[CH2:3][CH2:2]1.[Li+].[CH3:12]C([N-]C(C)C)C.IC, predict the reaction product. The product is: [CH3:12][C:4]1([C:7]([O:9][CH3:10])=[O:8])[CH2:5][CH2:6][O:1][CH2:2][CH2:3]1. (6) The product is: [F:23][C:20]1([F:24])[CH2:21][CH2:22][N:17]([C:15]([C:13]2[NH:12][C:9]3=[N:10][CH:11]=[C:6]([O:5][CH2:4][CH2:3][CH2:2][N:28]4[CH2:29][CH2:30][CH2:31][C@H:27]4[CH3:26])[CH:7]=[C:8]3[CH:14]=2)=[O:16])[CH2:18][CH2:19]1. Given the reactants Cl[CH2:2][CH2:3][CH2:4][O:5][C:6]1[CH:7]=[C:8]2[CH:14]=[C:13]([C:15]([N:17]3[CH2:22][CH2:21][C:20]([F:24])([F:23])[CH2:19][CH2:18]3)=[O:16])[NH:12][C:9]2=[N:10][CH:11]=1.Cl.[CH3:26][C@@H:27]1[CH2:31][CH2:30][CH2:29][NH:28]1.C(=O)([O-])[O-].[K+].[K+], predict the reaction product.